This data is from Forward reaction prediction with 1.9M reactions from USPTO patents (1976-2016). The task is: Predict the product of the given reaction. (1) Given the reactants [CH:1]1([N:7]2[C:12](=[O:13])[CH:11]=[C:10]([OH:14])[N:9]=[C:8]2[C:15]2[C:20]([Br:21])=[CH:19][CH:18]=[CH:17][C:16]=2[Br:22])[CH2:6][CH2:5][CH2:4][CH2:3][CH2:2]1.[Cl-].C[Al+]C.CCCCCC.[CH:33]1([NH2:39])CCCCC1.BrC1C=CC=C(Br)C=1C#N.C(OCC)(=O)[CH2:51][C:52]([O:54]CC)=[O:53].C[O-:62].[Na+].CO, predict the reaction product. The product is: [CH:1]1([N:7]2[C:12](=[O:13])[C:11]([C:33]([NH:39][CH2:51][C:52]([OH:54])=[O:53])=[O:62])=[C:10]([OH:14])[N:9]=[C:8]2[C:15]2[C:20]([Br:21])=[CH:19][CH:18]=[CH:17][C:16]=2[Br:22])[CH2:6][CH2:5][CH2:4][CH2:3][CH2:2]1. (2) Given the reactants [CH3:1][C:2]1[CH:7]=[CH:6][C:5]([CH3:8])=[CH:4][C:3]=1[OH:9].Cl.O.[NH:12]1[CH2:17][CH2:16][C:15](=O)[CH2:14][CH2:13]1.Cl, predict the reaction product. The product is: [CH3:1][C:2]1[CH:7]=[C:6]([C:15]2[CH2:16][CH2:17][NH:12][CH2:13][CH:14]=2)[C:5]([CH3:8])=[CH:4][C:3]=1[OH:9]. (3) Given the reactants C([O:3][C:4]([C@@:6]1([CH3:24])[CH2:11][CH2:10][CH2:9][N:8]([C:12]([C@@H:14]2[O:19][C:18]3[CH:20]=[CH:21][CH:22]=[CH:23][C:17]=3[O:16][CH2:15]2)=O)[CH2:7]1)=[O:5])C.[OH-].[Li+:26].C1COCC1, predict the reaction product. The product is: [O:19]1[C:18]2[CH:20]=[CH:21][CH:22]=[CH:23][C:17]=2[O:16][CH2:15][C@@H:14]1[CH2:12][N:8]1[CH2:9][CH2:10][CH2:11][C@:6]([CH3:24])([C:4]([O-:5])=[O:3])[CH2:7]1.[Li+:26]. (4) Given the reactants [CH2:1]([O:3][C:4]([C:6]1[C:14]2[C:9](=[CH:10][CH:11]=[C:12]([OH:15])[CH:13]=2)[N:8]([C:16]2[CH:21]=[CH:20][C:19]([CH:22]3[CH2:27][CH2:26][NH:25][CH2:24][CH2:23]3)=[CH:18][CH:17]=2)[C:7]=1[CH2:28][C:29]([O:31][CH2:32][CH3:33])=[O:30])=[O:5])[CH3:2].[F:34][C:35]([F:46])([F:45])[C:36]1[CH:41]=[CH:40][C:39](B(O)O)=[CH:38][CH:37]=1, predict the reaction product. The product is: [CH2:1]([O:3][C:4]([C:6]1[C:14]2[C:9](=[CH:10][CH:11]=[C:12]([O:15][C:39]3[CH:40]=[CH:41][C:36]([C:35]([F:46])([F:45])[F:34])=[CH:37][CH:38]=3)[CH:13]=2)[N:8]([C:16]2[CH:21]=[CH:20][C:19]([CH:22]3[CH2:27][CH2:26][NH:25][CH2:24][CH2:23]3)=[CH:18][CH:17]=2)[C:7]=1[CH2:28][C:29]([O:31][CH2:32][CH3:33])=[O:30])=[O:5])[CH3:2].